This data is from Peptide-MHC class II binding affinity with 134,281 pairs from IEDB. The task is: Regression. Given a peptide amino acid sequence and an MHC pseudo amino acid sequence, predict their binding affinity value. This is MHC class II binding data. (1) The MHC is HLA-DQA10501-DQB10302 with pseudo-sequence HLA-DQA10501-DQB10302. The peptide sequence is TVMAPDKPSLDISLE. The binding affinity (normalized) is 0.275. (2) The MHC is DRB3_0101 with pseudo-sequence DRB3_0101. The binding affinity (normalized) is 0.802. The peptide sequence is AFILDGDNPFPKV.